Dataset: Experimentally validated miRNA-target interactions with 360,000+ pairs, plus equal number of negative samples. Task: Binary Classification. Given a miRNA mature sequence and a target amino acid sequence, predict their likelihood of interaction. (1) The miRNA is hsa-miR-6895-5p with sequence CAGGGCCAGGCACAGAGUAAG. The protein sequence of the target gene is MESFSSKSLALQAEKKLLSKMAGRSVAHLFIDETSSEVLDELYRVSKEYTHSRPQAQRVIKDLIKVAIKVAVLHRNGSFGPSELALATRFRQKLRQGAMTALSFGEVDFTFEAAVLAGLLTECRDVLLELVEHHLTPKSHGRIRHVFDHFSDPGLLTALYGPDFTQHLGKICDGLRKLLDEGKL. Result: 1 (interaction). (2) The miRNA is hsa-miR-222-3p with sequence AGCUACAUCUGGCUACUGGGU. The protein sequence of the target gene is MSSSDEETLSERSCRSERSCRSERSYRSERSGSLSPCPPGDTLPWNLPLHEQKKRKSQDSVLDPAERAVVRVADERDRVQKKTFTKWVNKHLMKVRKHINDLYEDLRDGHNLISLLEVLSGIKLPREKGRMRFHRLQNVQIALDFLKQRQVKLVNIRNDDITDGNPKLTLGLIWTIILHFQISDIYISGESGDMSAKEKLLLWTQKVTAGYTGIKCTNFSSCWSDGKMFNALIHRYRPDLVDMERVQIQSNRENLEQAFEVAERLGVTRLLDAEDVDVPSPDEKSVITYVSSIYDAFPKV.... Result: 1 (interaction).